Dataset: Reaction yield outcomes from USPTO patents with 853,638 reactions. Task: Predict the reaction yield, written as a fraction of the theoretical maximum amount of product (1.0 means a 100% yield; for example, 0.34 means a 34% yield). (1) The reactants are [S:1]1[CH:5]=[CH:4][N:3]=[C:2]1[NH:6][S:7]([C:10]1[C:19]2[C:14](=[C:15]([NH:20]C=O)[CH:16]=[CH:17][CH:18]=2)[CH:13]=[CH:12][CH:11]=1)(=[O:9])=[O:8].[OH-].[K+].CCO.CC(O)=O. The catalyst is O. The product is [S:1]1[CH:5]=[CH:4][N:3]=[C:2]1[NH:6][S:7]([C:10]1[C:19]2[C:14](=[C:15]([NH2:20])[CH:16]=[CH:17][CH:18]=2)[CH:13]=[CH:12][CH:11]=1)(=[O:9])=[O:8]. The yield is 0.920. (2) The reactants are [NH2:1][C:2]1[N:11]=[CH:10][C:9]2[C:8](SC)=[N:7][CH:6]=[N:5][C:4]=2[CH:3]=1.[Br:14][C:15]1[CH:22]=[CH:21][CH:20]=[CH:19][C:16]=1[CH2:17][NH2:18]. No catalyst specified. The product is [NH2:1][C:2]1[N:11]=[CH:10][C:9]2[C:8]([NH:18][CH2:17][C:16]3[CH:19]=[CH:20][CH:21]=[CH:22][C:15]=3[Br:14])=[N:7][CH:6]=[N:5][C:4]=2[CH:3]=1. The yield is 0.450.